This data is from Catalyst prediction with 721,799 reactions and 888 catalyst types from USPTO. The task is: Predict which catalyst facilitates the given reaction. (1) Reactant: [NH2:1][C:2]1[C:7]([CH3:8])=[CH:6][C:5]([CH3:9])=[CH:4][C:3]=1[C:10](=[O:12])[CH3:11].[Cl:13][C:14]1[C:15]([CH3:34])=[N:16][O:17][C:18]=1[N:19](COC)[S:20]([C:23]1[CH:27]=[CH:26][S:25][C:24]=1[C:28](Cl)=[O:29])(=[O:22])=[O:21]. Product: [C:10]([C:3]1[CH:4]=[C:5]([CH3:9])[CH:6]=[C:7]([CH3:8])[C:2]=1[NH:1][C:28]([C:24]1[S:25][CH:26]=[CH:27][C:23]=1[S:20]([NH:19][C:18]1[O:17][N:16]=[C:15]([CH3:34])[C:14]=1[Cl:13])(=[O:21])=[O:22])=[O:29])(=[O:12])[CH3:11]. The catalyst class is: 4. (2) Reactant: [H-].C([Al+]CC(C)C)C(C)C.[Cl:11][C:12]1[N:17]=[C:16]([C:18](OCC)=[O:19])[CH:15]=[C:14]([CH2:23][O:24][CH2:25][C:26]([F:29])([F:28])[F:27])[N:13]=1. Product: [Cl:11][C:12]1[N:17]=[C:16]([CH:18]=[O:19])[CH:15]=[C:14]([CH2:23][O:24][CH2:25][C:26]([F:29])([F:27])[F:28])[N:13]=1. The catalyst class is: 4. (3) Reactant: [C:1]1([S:7]([N:10]2[CH2:15][CH2:14][CH:13]([NH:16][C:17]3[N:22]=[C:21](Cl)[N:20]=[C:19]([N:24]4[CH2:28][CH2:27][CH2:26][CH2:25]4)[N:18]=3)[CH2:12][CH2:11]2)(=[O:9])=[O:8])[CH:6]=[CH:5][CH:4]=[CH:3][CH:2]=1.[F:29][C:30]([F:34])([F:33])[CH2:31][OH:32].C([O-])([O-])=O.[K+].[K+]. Product: [C:1]1([S:7]([N:10]2[CH2:15][CH2:14][CH:13]([NH:16][C:17]3[N:18]=[C:19]([N:24]4[CH2:28][CH2:27][CH2:26][CH2:25]4)[N:20]=[C:21]([O:32][CH2:31][C:30]([F:34])([F:33])[F:29])[N:22]=3)[CH2:12][CH2:11]2)(=[O:9])=[O:8])[CH:6]=[CH:5][CH:4]=[CH:3][CH:2]=1. The catalyst class is: 58. (4) Reactant: C[O:2][C:3](=[O:23])[C:4]1[CH:13]=[C:12]([O:14][CH2:15][C:16]2[CH:21]=[CH:20][CH:19]=[CH:18][C:17]=2[CH3:22])[CH:11]=[C:6]([C:7]([O:9][CH3:10])=[O:8])[CH:5]=1.[OH-].[K+]. Product: [CH3:10][O:9][C:7](=[O:8])[C:6]1[CH:11]=[C:12]([O:14][CH2:15][C:16]2[CH:21]=[CH:20][CH:19]=[CH:18][C:17]=2[CH3:22])[CH:13]=[C:4]([C:3]([OH:23])=[O:2])[CH:5]=1. The catalyst class is: 5. (5) Reactant: [CH2:1]1[C:10]2[C:5](=[CH:6][CH:7]=[CH:8][CH:9]=2)[CH2:4][C:3](=[O:11])[O:2]1.[BrH:12]. Product: [Br:12][CH2:1][C:10]1[CH:9]=[CH:8][CH:7]=[CH:6][C:5]=1[CH2:4][C:3]([OH:2])=[O:11]. The catalyst class is: 15. (6) Reactant: [Cl:1][C:2]1[CH:3]=[CH:4][CH:5]=[C:6]2[C:11]=1[O:10][C:9]([CH2:14][F:15])([CH2:12][F:13])[CH2:8][C@@H:7]2O.N12CCCN=C1CCCCC2.C1(P([N:42]=[N+:43]=[N-:44])(C2C=CC=CC=2)=O)C=CC=CC=1. Product: [N:42]([C@H:7]1[C:6]2[C:11](=[C:2]([Cl:1])[CH:3]=[CH:4][CH:5]=2)[O:10][C:9]([CH2:14][F:15])([CH2:12][F:13])[CH2:8]1)=[N+:43]=[N-:44]. The catalyst class is: 1.